From a dataset of Experimental lipophilicity measurements (octanol/water distribution) for 4,200 compounds from AstraZeneca. Regression/Classification. Given a drug SMILES string, predict its absorption, distribution, metabolism, or excretion properties. Task type varies by dataset: regression for continuous measurements (e.g., permeability, clearance, half-life) or binary classification for categorical outcomes (e.g., BBB penetration, CYP inhibition). For this dataset (lipophilicity_astrazeneca), we predict Y. (1) The drug is COc1cc(N2CCCN(C)CC2)c2[nH]c(C(=O)Nc3ccc(N4CCOCC4)cc3)cc(=O)c2c1. The Y is 2.10 logD. (2) The compound is O=[N+]([O-])c1ccc2[nH]c(-c3ccccn3)nc2c1. The Y is 2.80 logD. (3) The compound is CC[C@H](c1ccc(C(=O)O)c(Oc2cccc(Cl)c2)c1)N1CCC[C@H](n2cc(C)c(=O)[nH]c2=O)C1. The Y is 0.220 logD. (4) The drug is Cc1nc(C(=O)N2CCOC3(CCN(Cc4ccc(Cl)cc4)CC3)C2)cs1. The Y is 2.17 logD.